From a dataset of Catalyst prediction with 721,799 reactions and 888 catalyst types from USPTO. Predict which catalyst facilitates the given reaction. Reactant: [F:1][CH:2]([F:43])[C:3]1[CH:8]=[CH:7][N:6]=[C:5]([NH:9][C:10]2[N:15]=[C:14]([C:16]3[CH:17]=[N:18][C:19]([C@@:22]([C@H:25]4[CH2:30][CH2:29][C@H:28]([C:31]([O:33][CH2:34][C@@H:35]5[CH2:39][O:38]C(C)(C)[O:36]5)=[O:32])[CH2:27][CH2:26]4)([OH:24])[CH3:23])=[CH:20][CH:21]=3)[CH:13]=[C:12]([CH3:42])[CH:11]=2)[CH:4]=1.C1(C)C=CC=CC=1. Product: [F:43][CH:2]([F:1])[C:3]1[CH:8]=[CH:7][N:6]=[C:5]([NH:9][C:10]2[N:15]=[C:14]([C:16]3[CH:17]=[N:18][C:19]([C@@:22]([C@H:25]4[CH2:26][CH2:27][C@H:28]([C:31]([O:33][CH2:34][C@@H:35]([OH:36])[CH2:39][OH:38])=[O:32])[CH2:29][CH2:30]4)([OH:24])[CH3:23])=[CH:20][CH:21]=3)[CH:13]=[C:12]([CH3:42])[CH:11]=2)[CH:4]=1. The catalyst class is: 484.